From a dataset of TCR-epitope binding with 47,182 pairs between 192 epitopes and 23,139 TCRs. Binary Classification. Given a T-cell receptor sequence (or CDR3 region) and an epitope sequence, predict whether binding occurs between them. The epitope is HPVGEADYFEY. The TCR CDR3 sequence is CASSHDIGNEQFF. Result: 0 (the TCR does not bind to the epitope).